Dataset: Full USPTO retrosynthesis dataset with 1.9M reactions from patents (1976-2016). Task: Predict the reactants needed to synthesize the given product. Given the product [CH3:35][CH:36]([CH3:75])[C@H:37]([N:42]1[CH2:50][C:49]2[C:44](=[CH:45][C:46]([C:51]3[CH:52]=[CH:53][C:54]([NH:57][C:58]([NH:60][C:61]4[CH:66]=[CH:65][CH:64]=[CH:63][C:62]=4[O:67][C:68]4[CH:69]=[CH:70][CH:71]=[CH:72][CH:73]=4)=[O:59])=[CH:55][CH:56]=3)=[CH:47][CH:48]=2)[C:43]1=[O:74])[C:38]([OH:40])=[O:39], predict the reactants needed to synthesize it. The reactants are: FC1C=CC(NC(=O)NC2C=CC(C3C=C4C(CN([C@@H](C(C)C)C(O)=O)C4=O)=CC=3)=CC=2)=CC=1.[CH3:35][CH:36]([CH3:75])[C@H:37]([N:42]1[CH2:50][C:49]2[C:44](=[CH:45][C:46]([C:51]3[CH:56]=[CH:55][C:54]([NH:57][C:58]([NH:60][C:61]4[CH:66]=[CH:65][CH:64]=[CH:63][C:62]=4[O:67][C:68]4[CH:73]=[CH:72][CH:71]=[CH:70][CH:69]=4)=[O:59])=[CH:53][CH:52]=3)=[CH:47][CH:48]=2)[C:43]1=[O:74])[C:38]([O:40]C)=[O:39].